Dataset: Full USPTO retrosynthesis dataset with 1.9M reactions from patents (1976-2016). Task: Predict the reactants needed to synthesize the given product. (1) Given the product [Si:10]([O:9][CH2:8][C:6]1[N:7]=[C:2]([C:17]2([OH:23])[CH2:22][CH2:21][CH2:20][CH2:19][CH2:18]2)[CH:3]=[CH:4][CH:5]=1)([C:13]([CH3:16])([CH3:15])[CH3:14])([CH3:12])[CH3:11], predict the reactants needed to synthesize it. The reactants are: Br[C:2]1[N:7]=[C:6]([CH2:8][O:9][Si:10]([C:13]([CH3:16])([CH3:15])[CH3:14])([CH3:12])[CH3:11])[CH:5]=[CH:4][CH:3]=1.[C:17]1(=[O:23])[CH2:22][CH2:21][CH2:20][CH2:19][CH2:18]1. (2) Given the product [NH2:1][C:4]1[CH:9]=[CH:8][CH:7]=[CH:6][C:5]=1[C:10]1[CH:11]=[CH:12][C:13]([CH2:16][N:17]([CH2:30][CH2:31][CH2:32][CH2:33][CH3:34])[C:18](=[O:29])[NH:19][C:20]2[C:21]([F:28])=[CH:22][C:23]([F:27])=[CH:24][C:25]=2[F:26])=[CH:14][CH:15]=1, predict the reactants needed to synthesize it. The reactants are: [N+:1]([C:4]1[CH:9]=[CH:8][CH:7]=[CH:6][C:5]=1[C:10]1[CH:15]=[CH:14][C:13]([CH2:16][N:17]([CH2:30][CH2:31][CH2:32][CH2:33][CH3:34])[C:18](=[O:29])[NH:19][C:20]2[C:25]([F:26])=[CH:24][C:23]([F:27])=[CH:22][C:21]=2[F:28])=[CH:12][CH:11]=1)([O-])=O.[Sn](Cl)Cl. (3) Given the product [NH:37]1[C:32]2[CH:33]=[CH:34][CH:35]=[CH:36][C:31]=2[NH:38][C:3]1=[C:4]([C:21]([C:23]1[CH:24]=[N:25][CH:26]=[CH:27][CH:28]=1)=[O:22])[C:5]([C:7]1[CH:12]=[CH:11][CH:10]=[C:9]([C@@H:13]2[CH2:17][O:16][C:15]([CH3:19])([CH3:18])[O:14]2)[C:8]=1[F:20])=[O:6], predict the reactants needed to synthesize it. The reactants are: CS[C:3](SC)=[C:4]([C:21]([C:23]1[CH:24]=[N:25][CH:26]=[CH:27][CH:28]=1)=[O:22])[C:5]([C:7]1[CH:12]=[CH:11][CH:10]=[C:9]([C@@H:13]2[CH2:17][O:16][C:15]([CH3:19])([CH3:18])[O:14]2)[C:8]=1[F:20])=[O:6].[C:31]1([NH2:38])[CH:36]=[CH:35][CH:34]=[CH:33][C:32]=1[NH2:37]. (4) Given the product [CH3:12][O:11][C:8]1[CH:9]=[C:10]2[C:5]([CH:4]=[CH:3][CH:2]=[N:1]2)=[CH:6][CH:7]=1, predict the reactants needed to synthesize it. The reactants are: [N:1]1[C:10]2[C:5](=[CH:6][CH:7]=[C:8]([OH:11])[CH:9]=2)[CH:4]=[CH:3][CH:2]=1.[C:12]([O-])([O-])=O.[Cs+].[Cs+].IC.O. (5) Given the product [CH3:1][O:2][C:3]1[CH:8]=[N:7][C:6]([N:9]2[CH:41]=[CH:40][N:39]=[N:10]2)=[C:5]2[NH:15][CH:16]=[C:17]([C:18](=[O:37])[C:19]([N:21]3[CH2:30][CH2:29][C:28]4[C:27]([C:31]5[CH:36]=[CH:35][CH:34]=[CH:33][N:32]=5)=[N:26][CH:25]=[N:24][C:23]=4[CH2:22]3)=[O:20])[C:4]=12, predict the reactants needed to synthesize it. The reactants are: [CH3:1][O:2][C:3]1[CH:8]=[N:7][C:6]([N:9]2C=NC(C)=[N:10]2)=[C:5]2[NH:15][CH:16]=[C:17]([C:18](=[O:37])[C:19]([N:21]3[CH2:30][CH2:29][C:28]4[C:27]([C:31]5[CH:36]=[CH:35][CH:34]=[CH:33][N:32]=5)=[N:26][CH:25]=[N:24][C:23]=4[CH2:22]3)=[O:20])[C:4]=12.Cl.[N:39]1C=CC=[CH:41][C:40]=1C1C2CCNCC=2N=CN=1.COC1C=NC(N2C=CN=N2)=C2NC=C(C(=O)C(O)=O)C=12. (6) The reactants are: [C:1]([O:7][CH2:8][N:9]1[C:13]2[N:14]=[N:15][CH:16]=[C:17]([C:18]3[CH:19]=[N:20][NH:21][CH:22]=3)[C:12]=2[CH:11]=[CH:10]1)(=[O:6])[C:2]([CH3:5])([CH3:4])[CH3:3].[C:23]([CH:25]=[C:26]1[CH2:29][N:28]([C:30]([O:32][C:33]([CH3:36])([CH3:35])[CH3:34])=[O:31])[CH2:27]1)#[N:24].C1CCN2C(=NCCC2)CC1. Given the product [C:23]([CH2:25][C:26]1([N:20]2[CH:19]=[C:18]([C:17]3[C:12]4[CH:11]=[CH:10][N:9]([CH2:8][O:7][C:1](=[O:6])[C:2]([CH3:5])([CH3:4])[CH3:3])[C:13]=4[N:14]=[N:15][CH:16]=3)[CH:22]=[N:21]2)[CH2:29][N:28]([C:30]([O:32][C:33]([CH3:36])([CH3:35])[CH3:34])=[O:31])[CH2:27]1)#[N:24], predict the reactants needed to synthesize it. (7) Given the product [N:25]1[CH:26]=[CH:27][CH:28]=[CH:29][C:24]=1[CH2:23][N:8]([CH2:7][C:2]1[CH:3]=[CH:4][CH:5]=[CH:6][N:1]=1)[C@@H:9]1[C:15](=[O:16])[N:14]2[C@H:10]1[S:11][C:12]([CH3:22])([CH3:21])[C@@H:13]2[C:17]([OH:19])=[O:18], predict the reactants needed to synthesize it. The reactants are: [N:1]1[CH:6]=[CH:5][CH:4]=[CH:3][C:2]=1[CH2:7][N:8]([CH2:23][C:24]1[CH:29]=[CH:28][CH:27]=[CH:26][N:25]=1)[C@@H:9]1[C:15](=[O:16])[N:14]2[C@H:10]1[S:11][C:12]([CH3:22])([CH3:21])[C@@H:13]2[C:17]([O:19]C)=[O:18].O.[OH-].[Li+].Cl.